Dataset: Catalyst prediction with 721,799 reactions and 888 catalyst types from USPTO. Task: Predict which catalyst facilitates the given reaction. Reactant: ClCC[CH2:4][CH2:5][CH:6]([C:27]1[CH:32]=[CH:31][C:30]([F:33])=[C:29]([O:34][C:35]([F:38])([F:37])[F:36])[CH:28]=1)[C:7]([NH:9][NH:10][C:11](=O)[C:12]1[CH:17]=[CH:16][C:15]([C:18]2[O:22][C:21]([CH3:23])=[N:20][CH:19]=2)=[C:14]([O:24][CH3:25])[CH:13]=1)=[O:8].C1(P(C2C=CC=CC=2)C2C=CC=CC=2)C=CC=CC=1.[C:58](Cl)(Cl)(Cl)[Cl:59]. Product: [Cl:59][CH2:58][CH2:4][CH2:5][CH:6]([C:7]1[O:8][C:11]([C:12]2[CH:17]=[CH:16][C:15]([C:18]3[O:22][C:21]([CH3:23])=[N:20][CH:19]=3)=[C:14]([O:24][CH3:25])[CH:13]=2)=[N:10][N:9]=1)[C:27]1[CH:32]=[CH:31][C:30]([F:33])=[C:29]([O:34][C:35]([F:37])([F:38])[F:36])[CH:28]=1. The catalyst class is: 10.